From a dataset of Full USPTO retrosynthesis dataset with 1.9M reactions from patents (1976-2016). Predict the reactants needed to synthesize the given product. (1) Given the product [Cl:1][C:2]1[N:3]=[C:4]([N:13]2[CH2:18][CH2:17][O:16][CH2:15][CH2:14]2)[C:5]2[S:10][C:9]([CH2:11][N:22]3[CH2:21][CH2:20][N:19]([C:25]([CH3:30])([CH3:29])[C:26]([NH2:28])=[O:27])[CH2:24][CH2:23]3)=[N:8][C:6]=2[N:7]=1, predict the reactants needed to synthesize it. The reactants are: [Cl:1][C:2]1[N:3]=[C:4]([N:13]2[CH2:18][CH2:17][O:16][CH2:15][CH2:14]2)[C:5]2[S:10][C:9]([CH:11]=O)=[N:8][C:6]=2[N:7]=1.[N:19]1([C:25]([CH3:30])([CH3:29])[C:26]([NH2:28])=[O:27])[CH2:24][CH2:23][NH:22][CH2:21][CH2:20]1.C(O[BH-](OC(=O)C)OC(=O)C)(=O)C.[Na+]. (2) Given the product [CH3:1][O:2][C:3]1[N:8]=[C:7]([C:9]#[N:11])[CH:6]=[CH:5][CH:4]=1, predict the reactants needed to synthesize it. The reactants are: [CH3:1][O:2][C:3]1[N:8]=[C:7]([C:9]([NH2:11])=O)[CH:6]=[CH:5][CH:4]=1.C(N(CC)CC)C.C(OC(C(F)(F)F)=O)(C(F)(F)F)=O. (3) Given the product [N:1]1[CH:6]=[CH:5][CH:4]=[C:3]([CH:7]2[CH2:11][C:12]([C:14]3[CH:19]=[CH:18][CH:17]=[CH:16][N:15]=3)=[N:22][NH:21][C:8]2=[O:9])[CH:2]=1, predict the reactants needed to synthesize it. The reactants are: [N:1]1[CH:6]=[CH:5][CH:4]=[C:3]([CH:7]([CH2:11][C:12]([C:14]2[CH:19]=[CH:18][CH:17]=[CH:16][N:15]=2)=O)[C:8](O)=[O:9])[CH:2]=1.O.[NH2:21][NH2:22]. (4) The reactants are: CN(C[C@@H]1[O:10][CH2:9][C@@H:8]([CH3:11])[N:7]([CH2:12][C:13]2[CH:18]=[CH:17][CH:16]=[CH:15][CH:14]=2)C1)C. Given the product [CH2:12]([NH:7][C@H:8]([CH3:11])[CH2:9][OH:10])[C:13]1[CH:18]=[CH:17][CH:16]=[CH:15][CH:14]=1, predict the reactants needed to synthesize it. (5) Given the product [Na+:25].[CH2:1]([O:8][C:9]1[CH:10]=[C:11]([CH2:12][S:21]([O-:24])(=[O:23])=[O:22])[CH:18]=[CH:19][CH:20]=1)[C:2]1[CH:3]=[CH:4][CH:5]=[CH:6][CH:7]=1, predict the reactants needed to synthesize it. The reactants are: [CH2:1]([O:8][C:9]1[CH:10]=[C:11]([CH:18]=[CH:19][CH:20]=1)[CH2:12]OS(C)(=O)=O)[C:2]1[CH:7]=[CH:6][CH:5]=[CH:4][CH:3]=1.[S:21]([O-:24])([O-:23])=[O:22].[Na+:25].[Na+].C(OCC)(=O)C. (6) Given the product [CH:4]1([O:9][C:10]2[C:11]([O:21][CH3:22])=[CH:12][CH:13]=[C:14]3[C:19]=2[O:18][CH2:17][CH2:16][C:15]3=[N:2][OH:3])[CH2:8][CH2:7][CH2:6][CH2:5]1, predict the reactants needed to synthesize it. The reactants are: Cl.[NH2:2][OH:3].[CH:4]1([O:9][C:10]2[C:11]([O:21][CH3:22])=[CH:12][CH:13]=[C:14]3[C:19]=2[O:18][CH2:17][CH2:16][C:15]3=O)[CH2:8][CH2:7][CH2:6][CH2:5]1.C(=O)([O-])[O-].[K+].[K+].